From a dataset of NCI-60 drug combinations with 297,098 pairs across 59 cell lines. Regression. Given two drug SMILES strings and cell line genomic features, predict the synergy score measuring deviation from expected non-interaction effect. (1) Drug 1: C1=CC(=CC=C1CC(C(=O)O)N)N(CCCl)CCCl.Cl. Drug 2: CCN(CC)CCNC(=O)C1=C(NC(=C1C)C=C2C3=C(C=CC(=C3)F)NC2=O)C. Cell line: UACC-257. Synergy scores: CSS=-3.36, Synergy_ZIP=1.10, Synergy_Bliss=0.552, Synergy_Loewe=-3.61, Synergy_HSA=-3.63. (2) Drug 1: CC1OCC2C(O1)C(C(C(O2)OC3C4COC(=O)C4C(C5=CC6=C(C=C35)OCO6)C7=CC(=C(C(=C7)OC)O)OC)O)O. Drug 2: C#CCC(CC1=CN=C2C(=N1)C(=NC(=N2)N)N)C3=CC=C(C=C3)C(=O)NC(CCC(=O)O)C(=O)O. Cell line: TK-10. Synergy scores: CSS=24.4, Synergy_ZIP=-7.66, Synergy_Bliss=-2.31, Synergy_Loewe=-2.97, Synergy_HSA=-2.97. (3) Drug 1: CS(=O)(=O)CCNCC1=CC=C(O1)C2=CC3=C(C=C2)N=CN=C3NC4=CC(=C(C=C4)OCC5=CC(=CC=C5)F)Cl. Drug 2: CCCCC(=O)OCC(=O)C1(CC(C2=C(C1)C(=C3C(=C2O)C(=O)C4=C(C3=O)C=CC=C4OC)O)OC5CC(C(C(O5)C)O)NC(=O)C(F)(F)F)O. Cell line: CAKI-1. Synergy scores: CSS=59.3, Synergy_ZIP=3.98, Synergy_Bliss=5.41, Synergy_Loewe=-0.654, Synergy_HSA=2.46.